This data is from Peptide-MHC class I binding affinity with 185,985 pairs from IEDB/IMGT. The task is: Regression. Given a peptide amino acid sequence and an MHC pseudo amino acid sequence, predict their binding affinity value. This is MHC class I binding data. (1) The peptide sequence is ETFNTPAMY. The MHC is HLA-A25:01 with pseudo-sequence HLA-A25:01. The binding affinity (normalized) is 0.703. (2) The peptide sequence is DVSRPTTVM. The MHC is HLA-A02:06 with pseudo-sequence HLA-A02:06. The binding affinity (normalized) is 0.111. (3) The peptide sequence is TLFFTTTLF. The binding affinity (normalized) is 0.573. The MHC is HLA-A29:02 with pseudo-sequence HLA-A29:02. (4) The peptide sequence is LILGLVLAL. The MHC is H-2-Db with pseudo-sequence H-2-Db. The binding affinity (normalized) is 0.178. (5) The peptide sequence is IPYLRNYMVI. The MHC is HLA-A11:01 with pseudo-sequence HLA-A11:01. The binding affinity (normalized) is 0.360. (6) The peptide sequence is MPASWVMRI. The MHC is HLA-A33:01 with pseudo-sequence HLA-A33:01. The binding affinity (normalized) is 0.180. (7) The peptide sequence is KEPVESCPLM. The MHC is HLA-B40:02 with pseudo-sequence HLA-B40:02. The binding affinity (normalized) is 0.506. (8) The peptide sequence is MAVFKMSPGY. The MHC is HLA-A30:02 with pseudo-sequence HLA-A30:02. The binding affinity (normalized) is 0.425.